This data is from Forward reaction prediction with 1.9M reactions from USPTO patents (1976-2016). The task is: Predict the product of the given reaction. The product is: [N:11]1[CH:12]=[CH:13][C:8]([C:4]2[CH:5]=[C:6]([NH2:7])[N:2]([CH2:1][C:15]([F:20])([F:19])[F:14])[N:3]=2)=[CH:9][CH:10]=1. Given the reactants [CH3:1][N:2]1[C:6]([NH2:7])=[CH:5][C:4]([C:8]2[CH:13]=[CH:12][N:11]=[CH:10][CH:9]=2)=[N:3]1.[F:14][C:15]([F:20])([F:19])CNN, predict the reaction product.